This data is from Peptide-MHC class I binding affinity with 185,985 pairs from IEDB/IMGT. The task is: Regression. Given a peptide amino acid sequence and an MHC pseudo amino acid sequence, predict their binding affinity value. This is MHC class I binding data. (1) The peptide sequence is SDHLISEML. The MHC is HLA-B40:01 with pseudo-sequence HLA-B40:01. The binding affinity (normalized) is 0.0739. (2) The peptide sequence is RTFGKLPYR. The MHC is HLA-A30:01 with pseudo-sequence HLA-A30:01. The binding affinity (normalized) is 0.787.